The task is: Predict which catalyst facilitates the given reaction.. This data is from Catalyst prediction with 721,799 reactions and 888 catalyst types from USPTO. (1) Reactant: [F:1][C:2]1[CH:3]=[CH:4][C:5]([O:25][CH3:26])=[C:6]([CH:24]=1)[CH2:7][N:8]([CH3:23])[C:9](=[O:22])[CH2:10][CH2:11][CH2:12][S:13][C:14]1[CH:19]=[CH:18][C:17]([O:20][CH3:21])=[CH:16][CH:15]=1.ClC1C=CC=C(C(OO)=[O:35])C=1.C([O-])(O)=O.[Na+]. Product: [F:1][C:2]1[CH:3]=[CH:4][C:5]([O:25][CH3:26])=[C:6]([CH:24]=1)[CH2:7][N:8]([CH3:23])[C:9](=[O:22])[CH2:10][CH2:11][CH2:12][S:13]([C:14]1[CH:15]=[CH:16][C:17]([O:20][CH3:21])=[CH:18][CH:19]=1)=[O:35]. The catalyst class is: 4. (2) Reactant: [CH:1]([O:4][CH2:5][CH2:6][OH:7])([CH3:3])[CH3:2].C(N(CC)CC)C.[CH3:15][S:16](Cl)(=[O:18])=[O:17]. Product: [CH3:15][S:16]([O:7][CH2:6][CH2:5][O:4][CH:1]([CH3:3])[CH3:2])(=[O:18])=[O:17]. The catalyst class is: 166. (3) Reactant: [CH:1]([C:4]1[CH:9]=[CH:8][C:7]([C:10]2[C:19]3[C:14](=[CH:15][CH:16]=[C:17]([O:20][CH2:21][C:22]#[CH:23])[CH:18]=3)[N:13]=[C:12]([C:24]([OH:26])=O)[N:11]=2)=[CH:6][CH:5]=1)([CH3:3])[CH3:2].[NH:27]1[CH2:31][CH:30]=[CH:29][CH2:28]1.ClC1C(=O)C(C#N)=C(C#N)C(=O)C=1Cl.O. Product: [N:27]1([C:24]([C:12]2[N:11]=[C:10]([C:7]3[CH:6]=[CH:5][C:4]([CH:1]([CH3:2])[CH3:3])=[CH:9][CH:8]=3)[C:19]3[C:14](=[CH:15][CH:16]=[C:17]([O:20][CH2:21][C:22]#[CH:23])[CH:18]=3)[N:13]=2)=[O:26])[CH2:31][CH:30]=[CH:29][CH2:28]1. The catalyst class is: 13.